From a dataset of NCI-60 drug combinations with 297,098 pairs across 59 cell lines. Regression. Given two drug SMILES strings and cell line genomic features, predict the synergy score measuring deviation from expected non-interaction effect. (1) Drug 1: CCC1=C2CN3C(=CC4=C(C3=O)COC(=O)C4(CC)O)C2=NC5=C1C=C(C=C5)O. Drug 2: C1CC(=O)NC(=O)C1N2C(=O)C3=CC=CC=C3C2=O. Cell line: NCI-H322M. Synergy scores: CSS=-4.00, Synergy_ZIP=2.21, Synergy_Bliss=-0.427, Synergy_Loewe=-3.74, Synergy_HSA=-4.62. (2) Drug 1: CC1CCC2CC(C(=CC=CC=CC(CC(C(=O)C(C(C(=CC(C(=O)CC(OC(=O)C3CCCCN3C(=O)C(=O)C1(O2)O)C(C)CC4CCC(C(C4)OC)OCCO)C)C)O)OC)C)C)C)OC. Drug 2: C(CCl)NC(=O)N(CCCl)N=O. Cell line: NCI-H460. Synergy scores: CSS=2.29, Synergy_ZIP=0.591, Synergy_Bliss=2.79, Synergy_Loewe=2.09, Synergy_HSA=2.20. (3) Drug 1: C1=CN(C(=O)N=C1N)C2C(C(C(O2)CO)O)O.Cl. Drug 2: C1CN1C2=NC(=NC(=N2)N3CC3)N4CC4. Cell line: NCI-H522. Synergy scores: CSS=32.4, Synergy_ZIP=-8.16, Synergy_Bliss=-8.25, Synergy_Loewe=-0.328, Synergy_HSA=0.604. (4) Drug 1: CC1C(C(CC(O1)OC2CC(CC3=C2C(=C4C(=C3O)C(=O)C5=C(C4=O)C(=CC=C5)OC)O)(C(=O)C)O)N)O.Cl. Drug 2: CC=C1C(=O)NC(C(=O)OC2CC(=O)NC(C(=O)NC(CSSCCC=C2)C(=O)N1)C(C)C)C(C)C. Cell line: SW-620. Synergy scores: CSS=66.9, Synergy_ZIP=6.68, Synergy_Bliss=6.27, Synergy_Loewe=5.04, Synergy_HSA=7.41. (5) Drug 1: CN1CCC(CC1)COC2=C(C=C3C(=C2)N=CN=C3NC4=C(C=C(C=C4)Br)F)OC. Cell line: KM12. Drug 2: CCC(=C(C1=CC=CC=C1)C2=CC=C(C=C2)OCCN(C)C)C3=CC=CC=C3.C(C(=O)O)C(CC(=O)O)(C(=O)O)O. Synergy scores: CSS=11.6, Synergy_ZIP=-3.28, Synergy_Bliss=2.56, Synergy_Loewe=-1.65, Synergy_HSA=-0.177. (6) Drug 2: COC1=C2C(=CC3=C1OC=C3)C=CC(=O)O2. Synergy scores: CSS=32.0, Synergy_ZIP=-1.90, Synergy_Bliss=3.00, Synergy_Loewe=-12.5, Synergy_HSA=3.22. Drug 1: C1CN1C2=NC(=NC(=N2)N3CC3)N4CC4. Cell line: SK-MEL-5. (7) Drug 1: COC1=CC(=CC(=C1O)OC)C2C3C(COC3=O)C(C4=CC5=C(C=C24)OCO5)OC6C(C(C7C(O6)COC(O7)C8=CC=CS8)O)O. Drug 2: C1=NC2=C(N=C(N=C2N1C3C(C(C(O3)CO)O)F)Cl)N. Cell line: NCI-H522. Synergy scores: CSS=34.2, Synergy_ZIP=-9.84, Synergy_Bliss=-6.32, Synergy_Loewe=-2.62, Synergy_HSA=-0.0794. (8) Drug 1: CNC(=O)C1=CC=CC=C1SC2=CC3=C(C=C2)C(=NN3)C=CC4=CC=CC=N4. Drug 2: CC1=CC=C(C=C1)C2=CC(=NN2C3=CC=C(C=C3)S(=O)(=O)N)C(F)(F)F. Cell line: MDA-MB-435. Synergy scores: CSS=0.0675, Synergy_ZIP=0.515, Synergy_Bliss=4.32, Synergy_Loewe=-3.34, Synergy_HSA=1.34.